This data is from Catalyst prediction with 721,799 reactions and 888 catalyst types from USPTO. The task is: Predict which catalyst facilitates the given reaction. (1) Reactant: [C@@H:1]1([N:9]2[CH:16]=[CH:15][C:13](=[O:14])[NH:12][C:10]2=[O:11])[O:8][C@H:5]([CH2:6][OH:7])[C@@H:3]([OH:4])[CH2:2]1.[P:17]([O-:21])([O-:20])([O-:19])=[O:18].[K+:22].[K+].[K+]. Product: [CH2:2]1[C@H:1]([N:9]2[C:10](=[O:11])[NH:12][C:13](=[O:14])[CH:15]=[CH:16]2)[O:8][C@H:5]([CH2:6][OH:7])[C@H:3]1[OH:4].[OH:19][P:17]([O-:21])([OH:20])=[O:18].[K+:22]. The catalyst class is: 6. (2) Reactant: Cl.[SH:2][CH2:3][CH2:4]N.Cl[C:7]([C:20]1[CH:25]=[CH:24][CH:23]=[CH:22][CH:21]=1)([C:14]1[CH:19]=[CH:18][CH:17]=[CH:16][CH:15]=1)[C:8]1[CH:13]=[CH:12][CH:11]=[CH:10][CH:9]=1.F[C:27](F)(F)[C:28]([OH:30])=[O:29]. Product: [C:8]1([C:7]([C:20]2[CH:25]=[CH:24][CH:23]=[CH:22][CH:21]=2)([C:14]2[CH:19]=[CH:18][CH:17]=[CH:16][CH:15]=2)[S:2][C:3]2[CH:4]=[CH:9][C:8]([CH2:27][C:28]([OH:30])=[O:29])=[CH:7][CH:14]=2)[CH:13]=[CH:12][CH:11]=[CH:10][CH:9]=1. The catalyst class is: 4. (3) Reactant: [NH2:1][C:2]1[CH:16]=[CH:15][C:5]([CH2:6][NH:7][C:8](=[O:14])[O:9][C:10]([CH3:13])([CH3:12])[CH3:11])=[CH:4][CH:3]=1.[C:17]([NH:25][C@@H:26]([C:32]1[CH:37]=[CH:36][CH:35]=[CH:34][CH:33]=1)[C@@H:27]([OH:31])[C:28](O)=[O:29])(=[O:24])[C:18]1[CH:23]=[CH:22][CH:21]=[CH:20][CH:19]=1.CCN(C(C)C)C(C)C.C1C=NC2N(O)N=NC=2C=1.C1CN([P+](Br)(N2CCCC2)N2CCCC2)CC1.F[P-](F)(F)(F)(F)F. Product: [C:10]([O:9][C:8](=[O:14])[NH:7][CH2:6][C:5]1[CH:15]=[CH:16][C:2]([NH:1][C:28](=[O:29])[C@H:27]([OH:31])[C@@H:26]([NH:25][C:17](=[O:24])[C:18]2[CH:23]=[CH:22][CH:21]=[CH:20][CH:19]=2)[C:32]2[CH:33]=[CH:34][CH:35]=[CH:36][CH:37]=2)=[CH:3][CH:4]=1)([CH3:12])([CH3:13])[CH3:11]. The catalyst class is: 59. (4) Reactant: [F:1][C:2]([F:32])([F:31])[C:3]1[CH:8]=[C:7]([C:9]2([C:23]([F:26])([F:25])[F:24])[CH2:13][C:12]([C:14]3[CH:19]=[CH:18][C:17]([CH2:20][NH2:21])=[C:16]([Br:22])[CH:15]=3)=[N:11][CH2:10]2)[CH:6]=[C:5]([C:27]([F:30])([F:29])[F:28])[N:4]=1.N1C=CC=CC=1.[C:39](O[C:39](=[O:42])[CH2:40][CH3:41])(=[O:42])[CH2:40][CH3:41]. Product: [F:32][C:2]([F:1])([F:31])[C:3]1[CH:8]=[C:7]([C:9]2([C:23]([F:24])([F:25])[F:26])[CH2:13][C:12]([C:14]3[CH:19]=[CH:18][C:17]([CH2:20][NH:21][C:39](=[O:42])[CH2:40][CH3:41])=[C:16]([Br:22])[CH:15]=3)=[N:11][CH2:10]2)[CH:6]=[C:5]([C:27]([F:28])([F:29])[F:30])[N:4]=1. The catalyst class is: 1. (5) Reactant: C[N:2]1[CH:6]2[CH2:7][C:8]([CH2:10][CH:3]1[CH2:4][CH2:5]2)=[O:9].Cl[C:12]([O:14][CH:15]=[CH2:16])=[O:13].C([O-])(O)=O.[Na+]. Product: [CH:15]([O:14][C:12]([N:2]1[CH:6]2[CH2:5][CH2:4][CH:3]1[CH2:10][C:8](=[O:9])[CH2:7]2)=[O:13])=[CH2:16]. The catalyst class is: 1.